From a dataset of NCI-60 drug combinations with 297,098 pairs across 59 cell lines. Regression. Given two drug SMILES strings and cell line genomic features, predict the synergy score measuring deviation from expected non-interaction effect. Drug 1: COCCOC1=C(C=C2C(=C1)C(=NC=N2)NC3=CC=CC(=C3)C#C)OCCOC.Cl. Drug 2: CC1C(C(CC(O1)OC2CC(CC3=C2C(=C4C(=C3O)C(=O)C5=C(C4=O)C(=CC=C5)OC)O)(C(=O)CO)O)N)O.Cl. Cell line: OVCAR3. Synergy scores: CSS=49.4, Synergy_ZIP=-2.52, Synergy_Bliss=1.30, Synergy_Loewe=2.53, Synergy_HSA=5.28.